Dataset: Catalyst prediction with 721,799 reactions and 888 catalyst types from USPTO. Task: Predict which catalyst facilitates the given reaction. (1) Reactant: [C:1]([O:5][C:6]([N:8]1[CH2:13][CH2:12][C:11]([CH2:15][NH:16][C:17]([NH:19]C(OCC2C3C=CC=CC=3C3C2=CC=CC=3)=O)=[S:18])([F:14])[CH2:10][CH2:9]1)=[O:7])([CH3:4])([CH3:3])[CH3:2].N1CCCCC1.O. Product: [C:1]([O:5][C:6]([N:8]1[CH2:13][CH2:12][C:11]([CH2:15][NH:16][C:17]([NH2:19])=[S:18])([F:14])[CH2:10][CH2:9]1)=[O:7])([CH3:4])([CH3:2])[CH3:3]. The catalyst class is: 3. (2) Reactant: [Br:1][C:2]1[CH:15]=[N:14][C:5]2[N:6]=[CH:7][C:8](=[O:13])[N:9]([CH2:10][CH:11]=C)[C:4]=2[CH:3]=1.I([O-])(=O)(=O)=[O:17].[Na+]. Product: [Br:1][C:2]1[CH:15]=[N:14][C:5]2[N:6]=[CH:7][C:8](=[O:13])[N:9]([CH2:10][CH:11]=[O:17])[C:4]=2[CH:3]=1. The catalyst class is: 785. (3) Reactant: [Cl:1][C:2]1[CH:11]=[CH:10][C:9]2[C:4](=[CH:5][CH:6]=[C:7](B3OC(C)(C)C(C)(C)O3)[CH:8]=2)[N:3]=1.I[C:22]1[N:23]=[C:24]([C@@H:27]2[CH2:31][CH2:30][CH2:29][N:28]2[C:32]([O:34][C:35]([CH3:38])([CH3:37])[CH3:36])=[O:33])[NH:25][CH:26]=1.C(=O)(O)[O-].[Na+].C1(C)C=CC=CC=1. Product: [Cl:1][C:2]1[CH:11]=[CH:10][C:9]2[C:4](=[CH:5][CH:6]=[C:7]([C:26]3[N:25]=[C:24]([C@@H:27]4[CH2:31][CH2:30][CH2:29][N:28]4[C:32]([O:34][C:35]([CH3:38])([CH3:37])[CH3:36])=[O:33])[NH:23][CH:22]=3)[CH:8]=2)[N:3]=1. The catalyst class is: 97. (4) Reactant: [CH3:1][CH:2]([CH2:5][CH3:6])[CH2:3][OH:4].[C:7](Cl)(=[O:9])[CH3:8]. Product: [C:7]([O:4][CH2:3][CH:2]([CH3:1])[CH2:5][CH3:6])(=[O:9])[CH3:8]. The catalyst class is: 142.